From a dataset of Forward reaction prediction with 1.9M reactions from USPTO patents (1976-2016). Predict the product of the given reaction. (1) The product is: [ClH:25].[NH2:11][CH2:10][C:3]1[C:4](=[O:9])[NH:5][C:6]([CH3:8])=[CH:7][C:2]=1[CH3:1]. Given the reactants [CH3:1][C:2]1[CH:7]=[C:6]([CH3:8])[NH:5][C:4](=[O:9])[C:3]=1[CH2:10][NH:11]C(=O)OC(C)(C)C.O1CCOCC1.[ClH:25], predict the reaction product. (2) Given the reactants F[C:2]1[CH:7]=[CH:6][CH:5]=[C:4]([F:8])[N:3]=1.[CH3:9][O:10][C:11]1[CH:16]=[CH:15][C:14]([CH2:17][NH:18][CH3:19])=[CH:13][CH:12]=1, predict the reaction product. The product is: [CH3:9][O:10][C:11]1[CH:16]=[CH:15][C:14]([CH2:17][N:18]([CH3:19])[C:2]2[CH:7]=[CH:6][CH:5]=[C:4]([F:8])[N:3]=2)=[CH:13][CH:12]=1. (3) The product is: [C:1]1([C:35]2[CH:40]=[CH:39][CH:38]=[CH:37][CH:36]=2)[CH:2]=[CH:3][C:4]([C:7]2[N:12]=[C:11]3[C:13]([C:48]#[N:49])=[C:14]([O:24][C@@H:25]4[CH2:26][O:27][C@@H:28]5[C@H:32]([OH:33])[CH2:31][O:30][C@H:29]45)[N:15]([CH2:16][O:17][CH2:18][CH2:19][Si:20]([CH3:21])([CH3:22])[CH3:23])[C:10]3=[CH:9][C:8]=2[Cl:34])=[CH:5][CH:6]=1. Given the reactants [C:1]1([C:35]2[CH:40]=[CH:39][CH:38]=[CH:37][CH:36]=2)[CH:6]=[CH:5][C:4]([C:7]2[N:12]=[C:11]3[CH:13]=[C:14]([O:24][C@H:25]4[C@H:29]5[O:30][CH2:31][C@@H:32]([OH:33])[C@H:28]5[O:27][CH2:26]4)[N:15]([CH2:16][O:17][CH2:18][CH2:19][Si:20]([CH3:23])([CH3:22])[CH3:21])[C:10]3=[CH:9][C:8]=2[Cl:34])=[CH:3][CH:2]=1.C([C:48]#[N:49])C1C=CC=CC=1, predict the reaction product.